Dataset: Catalyst prediction with 721,799 reactions and 888 catalyst types from USPTO. Task: Predict which catalyst facilitates the given reaction. Reactant: [CH:1]1([N:7]([CH2:39][CH2:40][N:41]([CH2:49][CH2:50][C:51]2[C:56]3[O:57][CH2:58][C:59](=[O:61])[NH:60][C:55]=3[C:54]([OH:62])=[CH:53][CH:52]=2)[C:42](=[O:48])[O:43][C:44]([CH3:47])([CH3:46])[CH3:45])[C:8](=[O:38])[CH2:9][CH2:10][O:11][CH2:12][CH2:13][C:14]2[CH:19]=[CH:18][CH:17]=[C:16]([CH2:20][N:21]3[CH2:37][CH2:36][C:24]4([O:29][CH2:28][CH2:27][N:26](C(=O)C(F)(F)F)[CH2:25]4)[CH2:23][CH2:22]3)[CH:15]=2)[CH2:6][CH2:5][CH2:4][CH2:3][CH2:2]1.N. Product: [O:29]1[C:24]2([CH2:36][CH2:37][N:21]([CH2:20][C:16]3[CH:15]=[C:14]([CH:19]=[CH:18][CH:17]=3)[CH2:13][CH2:12][O:11][CH2:10][CH2:9][C:8]([N:7]([CH2:39][CH2:40][N:41]([CH2:49][CH2:50][C:51]3[C:56]4[O:57][CH2:58][C:59](=[O:61])[NH:60][C:55]=4[C:54]([OH:62])=[CH:53][CH:52]=3)[C:42](=[O:48])[O:43][C:44]([CH3:47])([CH3:45])[CH3:46])[CH:1]3[CH2:6][CH2:5][CH2:4][CH2:3][CH2:2]3)=[O:38])[CH2:22][CH2:23]2)[CH2:25][NH:26][CH2:27][CH2:28]1. The catalyst class is: 5.